Dataset: Reaction yield outcomes from USPTO patents with 853,638 reactions. Task: Predict the reaction yield, written as a fraction of the theoretical maximum amount of product (1.0 means a 100% yield; for example, 0.34 means a 34% yield). (1) The reactants are [Cl:1][C:2]1[CH:3]=[C:4]([CH:6]=[C:7]([Cl:12])[C:8]=1[CH:9]1[CH2:11][CH2:10]1)[NH2:5].[C:13](N1C=CN=C1)(N1C=CN=C1)=[S:14]. The catalyst is ClCCl. The product is [Cl:1][C:2]1[CH:3]=[C:4]([N:5]=[C:13]=[S:14])[CH:6]=[C:7]([Cl:12])[C:8]=1[CH:9]1[CH2:10][CH2:11]1. The yield is 0.500. (2) The reactants are Br[C:2]1[C:3]([N:5]([CH3:10])[C:6](=[O:9])[C:7]=1[Br:8])=[O:4].C([O-])([O-])=O.[Cs+].[Cs+].[NH:17]1[CH2:22][CH2:21][O:20][CH2:19][CH2:18]1. The catalyst is CN(C=O)C. The product is [Br:8][C:7]1[C:6](=[O:9])[N:5]([CH3:10])[C:3](=[O:4])[C:2]=1[N:17]1[CH2:22][CH2:21][O:20][CH2:19][CH2:18]1. The yield is 0.850. (3) The reactants are Br.[CH3:2][N:3]([CH3:25])[CH2:4][CH2:5][CH2:6][C:7]1([C:18]2[CH:23]=[CH:22][C:21]([F:24])=[CH:20][CH:19]=2)[C:11]2[CH:12]=[CH:13][C:14]([C:16]#[N:17])=[CH:15][C:10]=2[CH2:9][O:8]1.[NH:26]1[CH2:31][CH2:30][O:29][CH2:28][CH2:27]1. No catalyst specified. The product is [CH3:25][N:3]([CH3:2])[CH2:4][CH2:5][CH2:6][C:7]1([C:18]2[CH:19]=[CH:20][C:21]([F:24])=[CH:22][CH:23]=2)[C:11]2[CH:12]=[CH:13][C:14]([C:16]([N:26]3[CH2:31][CH2:30][O:29][CH2:28][CH2:27]3)=[NH:17])=[CH:15][C:10]=2[CH2:9][O:8]1. The yield is 0.150. (4) The reactants are O[C@@H](C1C=CC=CC=1)C(O)=O.[CH3:12][C@H:13]1[CH2:18][CH2:17][CH2:16][NH:15][CH2:14]1.[OH-].[Na+].[CH3:21][C:22]([O:25][C:26](O[C:26]([O:25][C:22]([CH3:24])([CH3:23])[CH3:21])=[O:27])=[O:27])([CH3:24])[CH3:23]. The catalyst is C1COCC1. The product is [CH3:12][C@H:13]1[CH2:18][CH2:17][CH2:16][N:15]([C:26]([O:25][C:22]([CH3:24])([CH3:23])[CH3:21])=[O:27])[CH2:14]1. The yield is 0.870. (5) The reactants are [C:1]([C:5]1[CH:46]=[CH:45][C:8]([C:9]([NH:11][C:12]2[C:13]([CH3:44])=[C:14]([C:18]3[N:23]=[C:22]([NH:24][C:25]4[CH:30]=[CH:29][C:28]([CH:31]([N:37]([CH:39]([CH3:41])[CH3:40])[CH3:38])[C:32]([O:34]CC)=[O:33])=[CH:27][CH:26]=4)[C:21](=[O:42])[N:20]([CH3:43])[CH:19]=3)[CH:15]=[CH:16][CH:17]=2)=[O:10])=[CH:7][CH:6]=1)([CH3:4])([CH3:3])[CH3:2].C1COCC1.[OH-].[Li+].C(O)(=O)CC(CC(O)=O)(C(O)=O)O. The catalyst is O.C(O)C. The product is [C:1]([C:5]1[CH:6]=[CH:7][C:8]([C:9]([NH:11][C:12]2[C:13]([CH3:44])=[C:14]([C:18]3[N:23]=[C:22]([NH:24][C:25]4[CH:30]=[CH:29][C:28]([CH:31]([N:37]([CH:39]([CH3:40])[CH3:41])[CH3:38])[C:32]([OH:34])=[O:33])=[CH:27][CH:26]=4)[C:21](=[O:42])[N:20]([CH3:43])[CH:19]=3)[CH:15]=[CH:16][CH:17]=2)=[O:10])=[CH:45][CH:46]=1)([CH3:2])([CH3:3])[CH3:4]. The yield is 0.550.